From a dataset of Forward reaction prediction with 1.9M reactions from USPTO patents (1976-2016). Predict the product of the given reaction. (1) Given the reactants [C:1]([C:3]1[CH:4]=[C:5]([CH:28]=[CH:29][C:30]=1[CH3:31])[C:6]([NH:8][C:9]1[CH:14]=[CH:13][C:12]([CH2:15][N:16]2[CH2:20][CH2:19][C@@H:18]([N:21]([CH3:23])[CH3:22])[CH2:17]2)=[C:11]([C:24]([F:27])([F:26])[F:25])[CH:10]=1)=[O:7])#[CH:2].Br[C:33]1[CH:42]=[CH:41][CH:40]=[C:39]2[C:34]=1[CH:35]=[N:36][CH:37]=[N:38]2, predict the reaction product. The product is: [N:38]1[C:39]2[C:34](=[C:33]([C:2]#[C:1][C:3]3[CH:4]=[C:5]([CH:28]=[CH:29][C:30]=3[CH3:31])[C:6]([NH:8][C:9]3[CH:14]=[CH:13][C:12]([CH2:15][N:16]4[CH2:20][CH2:19][C@@H:18]([N:21]([CH3:23])[CH3:22])[CH2:17]4)=[C:11]([C:24]([F:25])([F:27])[F:26])[CH:10]=3)=[O:7])[CH:42]=[CH:41][CH:40]=2)[CH:35]=[N:36][CH:37]=1. (2) Given the reactants FC(F)(F)C(O)=O.CC([CH:12]([C:16]1[C:17]([CH3:27])=[N:18][N:19]([CH2:22][C:23]([OH:26])([CH3:25])[CH3:24])[C:20]=1[CH3:21])[C:13]([O-:15])=[O:14])(C)C, predict the reaction product. The product is: [OH:26][C:23]([CH3:25])([CH3:24])[CH2:22][N:19]1[C:20]([CH3:21])=[C:16]([CH2:12][C:13]([OH:15])=[O:14])[C:17]([CH3:27])=[N:18]1. (3) Given the reactants Br[C:2]1[CH:7]=[CH:6][CH:5]=[C:4]([O:8][CH2:9][CH:10]([CH2:13][CH3:14])[CH2:11][CH3:12])[CH:3]=1.[CH2:15]([C@@H:17]1[O:19][CH2:18]1)[Cl:16], predict the reaction product. The product is: [Cl:16][CH2:15][C@@H:17]([OH:19])[CH2:18][C:2]1[CH:7]=[CH:6][CH:5]=[C:4]([O:8][CH2:9][CH:10]([CH2:13][CH3:14])[CH2:11][CH3:12])[CH:3]=1. (4) Given the reactants [CH2:1]([N:5]1[CH:10]=[CH:9][CH:8]=[C:7]([O:11][CH3:12])[C:6]1=O)[CH2:2][CH2:3][CH3:4].COC1C=CC(P2(SP(C3C=CC(OC)=CC=3)(=S)S2)=[S:23])=CC=1.CO, predict the reaction product. The product is: [CH2:1]([N:5]1[CH:10]=[CH:9][CH:8]=[C:7]([O:11][CH3:12])[C:6]1=[S:23])[CH2:2][CH2:3][CH3:4]. (5) Given the reactants [NH2:1][CH2:2][C@H:3]1[N:8]([C:9]([C:11]2[N:12]=[C:13]([CH3:23])[S:14][C:15]=2[C:16]2[CH:17]=[C:18]([CH3:22])[CH:19]=[CH:20][CH:21]=2)=[O:10])[CH2:7][C@H:6]2[C@@H:4]1[CH2:5]2.[CH3:24][O:25][C:26]1[CH:27]=[C:28]([CH:32]=[C:33]([O:35][CH3:36])[CH:34]=1)[C:29](O)=[O:30], predict the reaction product. The product is: [CH3:36][O:35][C:33]1[CH:32]=[C:28]([CH:27]=[C:26]([O:25][CH3:24])[CH:34]=1)[C:29]([NH:1][CH2:2][C@H:3]1[N:8]([C:9]([C:11]2[N:12]=[C:13]([CH3:23])[S:14][C:15]=2[C:16]2[CH:17]=[C:18]([CH3:22])[CH:19]=[CH:20][CH:21]=2)=[O:10])[CH2:7][C@H:6]2[C@@H:4]1[CH2:5]2)=[O:30]. (6) Given the reactants [Cl:1][C:2]1[CH:3]=[N:4][N:5]([CH3:16])[C:6]=1[C:7]1[N:8]=[C:9]([C:12]([O:14]C)=[O:13])[S:10][CH:11]=1.[OH-].[K+], predict the reaction product. The product is: [Cl:1][C:2]1[CH:3]=[N:4][N:5]([CH3:16])[C:6]=1[C:7]1[N:8]=[C:9]([C:12]([OH:14])=[O:13])[S:10][CH:11]=1. (7) The product is: [C:19]([C:22]1[CH:26]=[C:25]([C:27]([NH:1][C@H:2]([CH3:18])[CH2:3][N:4]2[CH:8]=[CH:7][C:6]([C:9]3[CH:16]=[CH:15][C:12]([C:13]#[N:14])=[C:11]([Cl:17])[CH:10]=3)=[N:5]2)=[O:28])[NH:24][N:23]=1)(=[O:21])[CH3:20]. Given the reactants [NH2:1][C@H:2]([CH3:18])[CH2:3][N:4]1[CH:8]=[CH:7][C:6]([C:9]2[CH:16]=[CH:15][C:12]([C:13]#[N:14])=[C:11]([Cl:17])[CH:10]=2)=[N:5]1.[C:19]([C:22]1[CH:26]=[C:25]([C:27](O)=[O:28])[NH:24][N:23]=1)(=[O:21])[CH3:20].CCN(C(C)C)C(C)C.C1C=CC2N(O)N=NC=2C=1.CCN=C=NCCCN(C)C, predict the reaction product. (8) Given the reactants [NH2:1][CH2:2][C@@H:3]1[C@H:8]([CH3:9])[CH2:7][CH2:6][CH2:5][N:4]1[C:10]([C:12]1[N:13]=[C:14]([CH3:24])[S:15][C:16]=1[C:17]1[CH:22]=[CH:21][C:20]([F:23])=[CH:19][CH:18]=1)=[O:11].[Br:25][C:26]1[CH:27]=[N:28][C:29](Cl)=[N:30][CH:31]=1.CCN(C(C)C)C(C)C, predict the reaction product. The product is: [Br:25][C:26]1[CH:27]=[N:28][C:29]([NH:1][CH2:2][C@@H:3]2[C@H:8]([CH3:9])[CH2:7][CH2:6][CH2:5][N:4]2[C:10]([C:12]2[N:13]=[C:14]([CH3:24])[S:15][C:16]=2[C:17]2[CH:18]=[CH:19][C:20]([F:23])=[CH:21][CH:22]=2)=[O:11])=[N:30][CH:31]=1.